Predict the reactants needed to synthesize the given product. From a dataset of Full USPTO retrosynthesis dataset with 1.9M reactions from patents (1976-2016). Given the product [C:21]([CH:2]([C:3]([O:5][CH2:6][CH3:7])=[O:4])[C:1]([O:9][CH2:10][CH3:11])=[O:8])(=[O:24])[CH2:22][CH3:23], predict the reactants needed to synthesize it. The reactants are: [C:1]([O:9][CH2:10][CH3:11])(=[O:8])[CH2:2][C:3]([O:5][CH2:6][CH3:7])=[O:4].[Mg].C(O)C.C(Cl)(Cl)(Cl)Cl.[C:21](Cl)(=[O:24])[CH2:22][CH3:23].Cl.